This data is from Catalyst prediction with 721,799 reactions and 888 catalyst types from USPTO. The task is: Predict which catalyst facilitates the given reaction. Reactant: C(C1N=C([N:9]([C:38]2[S:39][CH:40]=[C:41]([C:43](=[O:46])[CH2:44][CH3:45])[N:42]=2)[C:10](=[O:37])[C@@H:11]([N:20]2[C:24](=[O:25])[C@@H:23]([C:26]3[CH:35]=[CH:34][C:29]4[O:30][CH2:31][CH2:32][O:33][C:28]=4[CH:27]=3)[NH:22][C:21]2=[O:36])[C@H:12]([C:14]2[CH:19]=[CH:18][CH:17]=[CH:16][CH:15]=2)[CH3:13])SC=1)(=O)C.CO.[BH4-].[Na+].P([O-])([O-])(O)=O.[K+].[K+]. The catalyst class is: 170. Product: [O:30]1[C:29]2[CH:34]=[CH:35][C:26]([C@@H:23]3[C:24](=[O:25])[N:20]([C@@H:11]([C@H:12]([C:14]4[CH:15]=[CH:16][CH:17]=[CH:18][CH:19]=4)[CH3:13])[C:10]([NH:9][C:38]4[S:39][CH:40]=[C:41]([CH:43]([OH:46])[CH2:44][CH3:45])[N:42]=4)=[O:37])[C:21](=[O:36])[NH:22]3)=[CH:27][C:28]=2[O:33][CH2:32][CH2:31]1.